This data is from Forward reaction prediction with 1.9M reactions from USPTO patents (1976-2016). The task is: Predict the product of the given reaction. Given the reactants [F:1][C:2]1[CH:7]=[CH:6][CH:5]=[CH:4][C:3]=1[S:8]([CH:11]1[CH2:16][CH2:15][N:14](C(OC(C)(C)C)=O)[CH2:13][CH2:12]1)(=[O:10])=[O:9].Cl, predict the reaction product. The product is: [F:1][C:2]1[CH:7]=[CH:6][CH:5]=[CH:4][C:3]=1[S:8]([CH:11]1[CH2:16][CH2:15][NH:14][CH2:13][CH2:12]1)(=[O:9])=[O:10].